Dataset: Reaction yield outcomes from USPTO patents with 853,638 reactions. Task: Predict the reaction yield, written as a fraction of the theoretical maximum amount of product (1.0 means a 100% yield; for example, 0.34 means a 34% yield). (1) The reactants are C(Cl)(=O)C(Cl)=O.CS(C)=O.[OH:11][CH:12]1[CH2:17][CH2:16][N:15]([C:18]2([CH3:31])[CH2:23][CH2:22][N:21]([C:24]([O:26][C:27]([CH3:30])([CH3:29])[CH3:28])=[O:25])[CH2:20][CH2:19]2)[CH2:14][CH2:13]1.C(N(CC)CC)C. The yield is 0.940. The catalyst is ClCCl. The product is [CH3:31][C:18]1([N:15]2[CH2:14][CH2:13][C:12](=[O:11])[CH2:17][CH2:16]2)[CH2:19][CH2:20][N:21]([C:24]([O:26][C:27]([CH3:28])([CH3:29])[CH3:30])=[O:25])[CH2:22][CH2:23]1. (2) The reactants are [C:1]([C:3]1[CH:4]=[CH:5][C:6]([C:9]2(O)[CH2:14][CH2:13][N:12]([C:15]([O:17][C:18]([CH3:21])([CH3:20])[CH3:19])=[O:16])[CH2:11][CH2:10]2)=[N:7][CH:8]=1)#[N:2].COCCN(S(F)(F)[F:33])CCOC. The catalyst is ClCCl. The product is [C:1]([C:3]1[CH:4]=[CH:5][C:6]([C:9]2([F:33])[CH2:14][CH2:13][N:12]([C:15]([O:17][C:18]([CH3:21])([CH3:20])[CH3:19])=[O:16])[CH2:11][CH2:10]2)=[N:7][CH:8]=1)#[N:2]. The yield is 0.380. (3) The reactants are Br[C:2]1[CH:27]=[CH:26][C:5]([O:6][C:7]2[C:8]3[CH:23]=[CH:22][C:21]([O:24][CH3:25])=[CH:20][C:9]=3[S:10][C:11]=2[C:12]2[CH:17]=[CH:16][C:15]([O:18][CH3:19])=[CH:14][CH:13]=2)=[CH:4][CH:3]=1.C(N(CC)CC)C.[CH:35]([C:37]1[N:38]=[CH:39][N:40](C(OC(C)(C)C)=O)[CH:41]=1)=[CH2:36]. The catalyst is CN(C=O)C. The product is [CH3:25][O:24][C:21]1[CH:22]=[CH:23][C:8]2[C:7]([O:6][C:5]3[CH:26]=[CH:27][C:2](/[CH:36]=[CH:35]/[C:37]4[N:38]=[CH:39][NH:40][CH:41]=4)=[CH:3][CH:4]=3)=[C:11]([C:12]3[CH:17]=[CH:16][C:15]([O:18][CH3:19])=[CH:14][CH:13]=3)[S:10][C:9]=2[CH:20]=1. The yield is 0.800.